From a dataset of Forward reaction prediction with 1.9M reactions from USPTO patents (1976-2016). Predict the product of the given reaction. (1) Given the reactants [NH2:1][CH2:2][C:3]([OH:5])=[O:4].[CH:6]1[C:18]2[CH:17]([CH2:19][O:20][C:21](Cl)=[O:22])[C:16]3[C:11](=[CH:12][CH:13]=[CH:14][CH:15]=3)[C:10]=2[CH:9]=[CH:8][CH:7]=1.O, predict the reaction product. The product is: [NH:1]([C:21]([O:20][CH2:19][CH:17]1[C:16]2[C:11](=[CH:12][CH:13]=[CH:14][CH:15]=2)[C:10]2[C:18]1=[CH:6][CH:7]=[CH:8][CH:9]=2)=[O:22])[CH2:2][C:3]([OH:5])=[O:4]. (2) Given the reactants C([O:5][C:6](=[O:32])[C:7]([S:10][C:11]1[S:12][CH:13]=[C:14]([CH2:16][CH2:17][N:18]([C:26](=O)[CH2:27][C:28]([CH3:30])=O)[CH2:19][CH2:20][CH2:21][CH2:22][CH2:23][CH2:24][CH3:25])[N:15]=1)([CH3:9])[CH3:8])(C)(C)C.[CH3:33][NH:34][NH2:35], predict the reaction product. The product is: [CH3:33][N:34]1[C:26]([N:18]([CH2:19][CH2:20][CH2:21][CH2:22][CH2:23][CH2:24][CH3:25])[CH2:17][CH2:16][C:14]2[N:15]=[C:11]([S:10][C:7]([CH3:8])([CH3:9])[C:6]([OH:5])=[O:32])[S:12][CH:13]=2)=[CH:27][C:28]([CH3:30])=[N:35]1.